From a dataset of NCI-60 drug combinations with 297,098 pairs across 59 cell lines. Regression. Given two drug SMILES strings and cell line genomic features, predict the synergy score measuring deviation from expected non-interaction effect. Drug 1: C1C(C(OC1N2C=C(C(=O)NC2=O)F)CO)O. Drug 2: CC1CCC2CC(C(=CC=CC=CC(CC(C(=O)C(C(C(=CC(C(=O)CC(OC(=O)C3CCCCN3C(=O)C(=O)C1(O2)O)C(C)CC4CCC(C(C4)OC)OCCO)C)C)O)OC)C)C)C)OC. Cell line: A498. Synergy scores: CSS=13.4, Synergy_ZIP=-6.09, Synergy_Bliss=0.289, Synergy_Loewe=-10.2, Synergy_HSA=-0.981.